From a dataset of Full USPTO retrosynthesis dataset with 1.9M reactions from patents (1976-2016). Predict the reactants needed to synthesize the given product. (1) Given the product [OH:30][C:24]1([CH2:23][NH:22][C:3]([C:4]2[CH:10]=[C:11]([C:13]3[CH:18]=[C:17]([F:19])[C:16]([Cl:20])=[CH:15][C:14]=3[Cl:21])[N:22]([CH2:23][CH:24]3[CH2:29][CH2:28][CH2:27][CH2:26][CH2:25]3)[C:5]=2[CH3:6])=[O:8])[CH2:29][CH2:28][CH2:27][CH2:26][CH2:25]1, predict the reactants needed to synthesize it. The reactants are: CO[C:3](=[O:8])[CH2:4][C:5](=O)[CH3:6].Br[CH2:10][C:11]([C:13]1[CH:18]=[C:17]([F:19])[C:16]([Cl:20])=[CH:15][C:14]=1[Cl:21])=O.[NH2:22][CH2:23][C:24]1([OH:30])[CH2:29][CH2:28][CH2:27][CH2:26][CH2:25]1. (2) Given the product [CH3:13][S:12][C:6]1[CH:5]=[C:4]2[C:9]([CH:10]=[CH:11][C:2]([C:19]([OH:21])=[O:20])=[CH:3]2)=[CH:8][CH:7]=1, predict the reactants needed to synthesize it. The reactants are: Br[C:2]1[CH:11]=[CH:10][C:9]2[C:4](=[CH:5][C:6]([S:12][CH3:13])=[CH:7][CH:8]=2)[CH:3]=1.[Li]CCCC.[C:19](=[O:21])=[O:20]. (3) Given the product [C:1]([O:5][C:6]([N:8]1[CH2:13][CH2:12][CH2:11][CH2:10][CH:9]1[CH2:14][O:15][CH2:16][C:17]([OH:48])=[O:52])=[O:7])([CH3:2])([CH3:3])[CH3:4], predict the reactants needed to synthesize it. The reactants are: [C:1]([O:5][C:6]([N:8]1[CH2:13][CH2:12][CH2:11][CH2:10][CH:9]1[CH2:14][O:15][CH2:16][C:17](=[O:48])N(C)[C@@H](C(=O)N(C)[C@@H](C(=O)NC)CC1C=CC=CC=1)CC1C=CC2C(=CC=CC=2)C=1)=[O:7])([CH3:4])([CH3:3])[CH3:2].FC(F)(F)C(O)=[O:52].C(=O)(O)[O-].[Na+]. (4) Given the product [N:2]1[CH:7]=[CH:6][CH:5]=[CH:4][C:3]=1[C:8]1[CH2:9][CH2:10][N:11]([CH2:29][NH:23][C:21](=[O:22])[C:20]2[CH:24]=[CH:25][CH:26]=[C:18]([C:17]([F:27])([F:28])[F:16])[CH:19]=2)[CH2:12][CH:13]=1, predict the reactants needed to synthesize it. The reactants are: Cl.[N:2]1[CH:7]=[CH:6][CH:5]=[CH:4][C:3]=1[C:8]1[CH2:9][CH2:10][NH:11][CH2:12][CH:13]=1.C=O.[F:16][C:17]([F:28])([F:27])[C:18]1[CH:19]=[C:20]([CH:24]=[CH:25][CH:26]=1)[C:21]([NH2:23])=[O:22].[C:29](=O)([O-])[O-].[K+].[K+]. (5) Given the product [C:15]1([C:21]2[N:22]=[C:23]([N:26]3[CH2:31][CH2:30][N:29]([C:7]([NH:6][C:5]4[S:1][N:2]=[N:3][CH:4]=4)=[O:14])[CH2:28][CH2:27]3)[S:24][CH:25]=2)[CH:16]=[CH:17][CH:18]=[CH:19][CH:20]=1, predict the reactants needed to synthesize it. The reactants are: [S:1]1[C:5]([NH:6][C:7](=[O:14])OCC(Cl)(Cl)Cl)=[CH:4][N:3]=[N:2]1.[C:15]1([C:21]2[N:22]=[C:23]([N:26]3[CH2:31][CH2:30][NH:29][CH2:28][CH2:27]3)[S:24][CH:25]=2)[CH:20]=[CH:19][CH:18]=[CH:17][CH:16]=1.C(N(C(C)C)CC)(C)C.O. (6) Given the product [CH2:21]([NH:28][C:2]1[CH:7]=[C:6]([C:8]2[S:12][C:11]([NH2:13])=[N:10][C:9]=2[C:14]2[CH:19]=[CH:18][CH:17]=[C:16]([CH3:20])[CH:15]=2)[CH:5]=[CH:4][N:3]=1)[C:22]1[CH:27]=[CH:26][CH:25]=[CH:24][CH:23]=1, predict the reactants needed to synthesize it. The reactants are: F[C:2]1[CH:7]=[C:6]([C:8]2[S:12][C:11]([NH2:13])=[N:10][C:9]=2[C:14]2[CH:19]=[CH:18][CH:17]=[C:16]([CH3:20])[CH:15]=2)[CH:5]=[CH:4][N:3]=1.[CH2:21]([NH2:28])[C:22]1[CH:27]=[CH:26][CH:25]=[CH:24][CH:23]=1.C(=O)([O-])O.[Na+]. (7) Given the product [CH3:1][N:2]1[CH2:7][CH2:6][N:5]([CH2:8][C:9]2[CH:10]=[C:11]([NH2:15])[CH:12]=[CH:13][CH:14]=2)[CH2:4][CH2:3]1, predict the reactants needed to synthesize it. The reactants are: [CH3:1][N:2]1[CH2:7][CH2:6][N:5]([CH2:8][C:9]2[CH:14]=[CH:13][CH:12]=[C:11]([N+:15]([O-])=O)[CH:10]=2)[CH2:4][CH2:3]1.[NH4+].[Cl-]. (8) Given the product [CH2:23]([N:14]1[C:15]([C:17]([O:19][CH3:20])=[O:18])=[CH:16][C:12]([O:11][CH2:10][C@@H:9]([NH:8][C:6]([O:5][C:1]([CH3:4])([CH3:3])[CH3:2])=[O:7])[CH3:21])=[N:13]1)[C:24]1[CH:29]=[CH:28][CH:27]=[CH:26][CH:25]=1, predict the reactants needed to synthesize it. The reactants are: [C:1]([O:5][C:6]([NH:8][C@@H:9]([CH3:21])[CH2:10][O:11][C:12]1[CH:16]=[C:15]([C:17]([O:19][CH3:20])=[O:18])[NH:14][N:13]=1)=[O:7])([CH3:4])([CH3:3])[CH3:2].Br[CH2:23][C:24]1[CH:29]=[CH:28][CH:27]=[CH:26][CH:25]=1. (9) Given the product [C:24]([O:28][C:29]([N:31]1[CH2:32][CH2:33][CH2:34][C:35]1=[O:36])=[O:30])([CH3:27])([CH3:25])[CH3:26], predict the reactants needed to synthesize it. The reactants are: COS([O-])(=O)=O.C(N(CC)C=[N+](CC)CC)C.CC(C)([O-])C.[K+].[C:24]([O:28][C:29]([N:31]1[C:35](=[O:36])[CH2:34][CH2:33][C@H:32]1CC1C=CC(C2C=CC=CC=2)=CC=1)=[O:30])([CH3:27])([CH3:26])[CH3:25].C(OC(C)C)(=O)C.